Predict which catalyst facilitates the given reaction. From a dataset of Catalyst prediction with 721,799 reactions and 888 catalyst types from USPTO. (1) Reactant: [O:1]1[C:5]2([CH2:10][CH2:9][C:8](=[O:11])[CH2:7][CH2:6]2)[O:4][CH2:3][CH2:2]1.[Li+].C[Si]([N-][Si](C)(C)C)(C)C.[CH2:22]([O:24][C:25](=[O:31])[C:26](OCC)=[O:27])[CH3:23]. Product: [CH2:22]([O:24][C:25](=[O:31])[C:26](=[O:27])[CH:9]1[C:8](=[O:11])[CH2:7][CH2:6][C:5]2([O:4][CH2:3][CH2:2][O:1]2)[CH2:10]1)[CH3:23]. The catalyst class is: 28. (2) Reactant: [F:1][C:2]([F:18])([F:17])[C:3]1[O:7][N:6]=[C:5]([C:8]2[S:12][C:11]([C:13]([OH:15])=O)=[CH:10][CH:9]=2)[C:4]=1[CH3:16].[C:19]([CH:21]1[CH2:26][CH2:25][NH:24][CH2:23][CH2:22]1)#[N:20].C1COCC1.N1CCCCC1. Product: [CH3:16][C:4]1[C:5]([C:8]2[S:12][C:11]([C:13]([N:24]3[CH2:25][CH2:26][CH:21]([C:19]#[N:20])[CH2:22][CH2:23]3)=[O:15])=[CH:10][CH:9]=2)=[N:6][O:7][C:3]=1[C:2]([F:1])([F:18])[F:17]. The catalyst class is: 66.